The task is: Predict which catalyst facilitates the given reaction.. This data is from Catalyst prediction with 721,799 reactions and 888 catalyst types from USPTO. (1) Reactant: [CH:1]1[C:6]2[C:7]3[NH:8][C:9]4[C:14]([C:15]=3[CH:16]([C:18]([OH:20])=O)[S:17][C:5]=2[CH:4]=[CH:3][CH:2]=1)=[CH:13][CH:12]=[CH:11][CH:10]=4.[CH2:21]([NH:23][CH2:24][CH3:25])[CH3:22].F[P-](F)(F)(F)(F)F.Br[P+](N1CCCC1)(N1CCCC1)N1CCCC1.C(N(C(C)C)CC)(C)C. Product: [CH2:21]([N:23]([CH2:24][CH3:25])[C:18]([CH:16]1[C:15]2[C:14]3[C:9](=[CH:10][CH:11]=[CH:12][CH:13]=3)[NH:8][C:7]=2[C:6]2[CH:1]=[CH:2][CH:3]=[CH:4][C:5]=2[S:17]1)=[O:20])[CH3:22]. The catalyst class is: 2. (2) Product: [NH2:1][C:2]1[CH:9]=[CH:8][C:5]([CH:6]=[C:12]([C:10]#[N:11])[C:13]([O:15][CH2:16][CH3:17])=[O:14])=[CH:4][CH:3]=1. The catalyst class is: 8. Reactant: [NH2:1][C:2]1[CH:9]=[CH:8][C:5]([CH:6]=O)=[CH:4][CH:3]=1.[C:10]([CH2:12][C:13]([O:15][CH2:16][CH3:17])=[O:14])#[N:11].C(NCC)C.C(O)(=O)C.